This data is from Forward reaction prediction with 1.9M reactions from USPTO patents (1976-2016). The task is: Predict the product of the given reaction. (1) The product is: [CH2:5]([O:4][C:2]([N:12]1[CH2:13][C@H:9]([OH:8])[CH2:10][C@H:11]1[C:14]([OH:16])=[O:15])=[O:3])[CH:6]=[CH2:7]. Given the reactants Cl[C:2]([O:4][CH2:5][CH:6]=[CH2:7])=[O:3].[OH:8][C@H:9]1[CH2:13][NH:12][C@H:11]([C:14]([OH:16])=[O:15])[CH2:10]1.[OH-].[Na+].[Na+].[Cl-], predict the reaction product. (2) Given the reactants [CH2:1]([O:3][C:4]([C:6]1[C:10]([N+:11]([O-:13])=[O:12])=[CH:9][NH:8][N:7]=1)=[O:5])[CH3:2].C([O-])([O-])=O.[K+].[K+].[CH3:20][O:21][C:22]1[CH:29]=[CH:28][C:25]([CH2:26]Cl)=[CH:24][CH:23]=1, predict the reaction product. The product is: [CH2:1]([O:3][C:4]([C:6]1[C:10]([N+:11]([O-:13])=[O:12])=[CH:9][N:8]([CH2:26][C:25]2[CH:28]=[CH:29][C:22]([O:21][CH3:20])=[CH:23][CH:24]=2)[N:7]=1)=[O:5])[CH3:2]. (3) Given the reactants [C:1]([C:5]1[CH:13]=[CH:12][CH:11]=[CH:10][C:6]=1[C:7]([OH:9])=O)([CH3:4])([CH3:3])[CH3:2].S(Cl)(Cl)=O.[CH2:18]([NH:20][CH2:21][CH3:22])[CH3:19], predict the reaction product. The product is: [CH2:18]([N:20]([CH2:21][CH3:22])[C:7](=[O:9])[C:6]1[CH:10]=[CH:11][CH:12]=[CH:13][C:5]=1[C:1]([CH3:2])([CH3:3])[CH3:4])[CH3:19]. (4) Given the reactants [CH2:1]([O:5][CH2:6][CH2:7][O:8][C:9]1[CH:14]=[CH:13][C:12]([C:15]2[C:16]([CH3:34])=[CH:17][C:18]3[N:25]([CH2:26][CH:27]([CH3:29])[CH3:28])[CH2:24][CH2:23][CH2:22][C:21]([C:30](O)=[O:31])=[CH:20][C:19]=3[CH:33]=2)=[CH:11][CH:10]=1)[CH2:2][CH2:3][CH3:4].CN(C=O)C.S(Cl)(Cl)=O.[CH2:44]([N:47]1[C:51]([CH2:52][S:53]([C:55]2[CH:61]=[CH:60][C:58]([NH2:59])=[CH:57][CH:56]=2)=[O:54])=[CH:50][N:49]=[CH:48]1)[CH2:45][CH3:46], predict the reaction product. The product is: [CH2:1]([O:5][CH2:6][CH2:7][O:8][C:9]1[CH:14]=[CH:13][C:12]([C:15]2[C:16]([CH3:34])=[CH:17][C:18]3[N:25]([CH2:26][CH:27]([CH3:28])[CH3:29])[CH2:24][CH2:23][CH2:22][C:21]([C:30]([NH:59][C:58]4[CH:57]=[CH:56][C:55]([S:53]([CH2:52][C:51]5[N:47]([CH2:44][CH2:45][CH3:46])[CH:48]=[N:49][CH:50]=5)=[O:54])=[CH:61][CH:60]=4)=[O:31])=[CH:20][C:19]=3[CH:33]=2)=[CH:11][CH:10]=1)[CH2:2][CH2:3][CH3:4].